Dataset: NCI-60 drug combinations with 297,098 pairs across 59 cell lines. Task: Regression. Given two drug SMILES strings and cell line genomic features, predict the synergy score measuring deviation from expected non-interaction effect. (1) Drug 1: CC1=C2C(C(=O)C3(C(CC4C(C3C(C(C2(C)C)(CC1OC(=O)C(C(C5=CC=CC=C5)NC(=O)OC(C)(C)C)O)O)OC(=O)C6=CC=CC=C6)(CO4)OC(=O)C)OC)C)OC. Drug 2: C(CC(=O)O)C(=O)CN.Cl. Cell line: IGROV1. Synergy scores: CSS=25.5, Synergy_ZIP=-8.89, Synergy_Bliss=-8.64, Synergy_Loewe=-20.4, Synergy_HSA=-7.02. (2) Drug 1: CN1CCC(CC1)COC2=C(C=C3C(=C2)N=CN=C3NC4=C(C=C(C=C4)Br)F)OC. Drug 2: CC1=C(C=C(C=C1)NC2=NC=CC(=N2)N(C)C3=CC4=NN(C(=C4C=C3)C)C)S(=O)(=O)N.Cl. Cell line: SR. Synergy scores: CSS=4.95, Synergy_ZIP=-1.05, Synergy_Bliss=-0.538, Synergy_Loewe=-0.761, Synergy_HSA=-0.454. (3) Drug 1: CS(=O)(=O)OCCCCOS(=O)(=O)C. Drug 2: CC12CCC3C(C1CCC2OP(=O)(O)O)CCC4=C3C=CC(=C4)OC(=O)N(CCCl)CCCl.[Na+]. Cell line: IGROV1. Synergy scores: CSS=3.83, Synergy_ZIP=-4.09, Synergy_Bliss=2.67, Synergy_Loewe=-6.54, Synergy_HSA=2.16.